Dataset: Reaction yield outcomes from USPTO patents with 853,638 reactions. Task: Predict the reaction yield, written as a fraction of the theoretical maximum amount of product (1.0 means a 100% yield; for example, 0.34 means a 34% yield). (1) The product is [N+:1]([C:4]1[CH:5]=[C:6]([S:17]([OH:20])(=[O:19])=[O:18])[C:7]([C:10]2[CH:15]=[CH:14][CH:13]=[CH:12][CH:11]=2)=[CH:8][CH:9]=1)([O-:3])=[O:2]. The reactants are [N+:1]([C:4]1[CH:9]=[CH:8][C:7]([C:10]2[CH:15]=[CH:14][CH:13]=[CH:12][CH:11]=2)=[CH:6][CH:5]=1)([O-:3])=[O:2].Cl[S:17]([OH:20])(=[O:19])=[O:18]. The yield is 0.610. The catalyst is C(Cl)(Cl)Cl. (2) The reactants are S(Cl)(Cl)=O.[CH:5]1([CH2:8][C:9]([OH:11])=O)[CH2:7][CH2:6]1.[Cl:12][C:13]1[C:14]([NH:21][CH2:22][C:23]2([CH2:26][O:27][C:28]3[CH:33]=[CH:32][CH:31]=[CH:30][CH:29]=3)[CH2:25][CH2:24]2)=[CH:15][N:16]=[N:17][C:18]=1[NH:19][NH2:20].C(=O)(O)[O-].[Na+]. The catalyst is C(Cl)Cl.C(OCC)(=O)C.C1COCC1.O. The product is [Cl:12][C:13]1[C:14]([NH:21][CH2:22][C:23]2([CH2:26][O:27][C:28]3[CH:33]=[CH:32][CH:31]=[CH:30][CH:29]=3)[CH2:25][CH2:24]2)=[CH:15][N:16]=[N:17][C:18]=1[NH:19][NH:20][C:9](=[O:11])[CH2:8][CH:5]1[CH2:6][CH2:7]1. The yield is 0.800. (3) The reactants are [N:1]([CH2:4][CH2:5][NH:6][C:7](=[O:21])[CH2:8][CH2:9][CH2:10][CH2:11][CH2:12][CH2:13][CH2:14][CH2:15][CH2:16][CH2:17]CCC)=[N+:2]=[N-:3].C1C2C(=CC=CC=2)C=CC=1C(Cl)=O.N(CCN)=[N+]=[N-].C(N(CC)CC)C. The catalyst is ClCCl. The product is [N:1]([CH2:4][CH2:5][NH:6][C:7]([C:8]1[CH:9]=[CH:10][C:11]2[C:16](=[CH:15][CH:14]=[CH:13][CH:12]=2)[CH:17]=1)=[O:21])=[N+:2]=[N-:3]. The yield is 0.770. (4) The reactants are [OH-].[Na+].[Br:3][C:4]1[CH:5]=[C:6]([C:16]([O:18]CC)=O)[C:7]2[CH:12]=[N:11][N:10]([CH:13]([CH3:15])[CH3:14])[C:8]=2[N:9]=1.[NH2:21][CH2:22][C:23]1[C:24](=[O:31])[NH:25][C:26]([CH3:30])=[CH:27][C:28]=1[CH3:29].C1CN([P+](ON2N=NC3C=CC=CC2=3)(N2CCCC2)N2CCCC2)CC1.F[P-](F)(F)(F)(F)F. The catalyst is CCO.CS(C)=O. The product is [Br:3][C:4]1[CH:5]=[C:6]([C:16]([NH:21][CH2:22][C:23]2[C:24](=[O:31])[NH:25][C:26]([CH3:30])=[CH:27][C:28]=2[CH3:29])=[O:18])[C:7]2[CH:12]=[N:11][N:10]([CH:13]([CH3:14])[CH3:15])[C:8]=2[N:9]=1. The yield is 0.680. (5) The reactants are Cl[C:2]1[CH:7]=[C:6]([Cl:8])[N:5]=[C:4]([S:9][CH3:10])[N:3]=1.C(NC(C)C)(C)C.[NH2:18][C:19]1[CH:23]=[C:22]([CH3:24])[NH:21][N:20]=1.O. The catalyst is CN(C=O)C. The product is [Cl:8][C:6]1[N:5]=[C:4]([S:9][CH3:10])[N:3]=[C:2]([NH:18][C:19]2[NH:20][N:21]=[C:22]([CH3:24])[CH:23]=2)[CH:7]=1. The yield is 0.660.